From a dataset of Full USPTO retrosynthesis dataset with 1.9M reactions from patents (1976-2016). Predict the reactants needed to synthesize the given product. Given the product [NH2:29][C@@H:8]([CH2:9][C@H:10]([CH2:14][C:15]1[CH:23]=[C:22]2[C:18]([CH:19]=[N:20][N:21]2[CH2:24][CH2:25][CH2:26][O:27][CH3:28])=[CH:17][CH:16]=1)[CH:11]([CH3:13])[CH3:12])[C@@H:7]([OH:37])[CH2:6][NH:5][C:3](=[O:4])[C:2]([CH3:42])([CH3:1])[CH2:38][CH2:39][CH2:40][CH3:41], predict the reactants needed to synthesize it. The reactants are: [CH3:1][C:2]([CH3:42])([CH2:38][CH2:39][CH2:40][CH3:41])[C:3]([NH:5][CH2:6][C@H:7]([OH:37])[C@@H:8]([NH:29]C(=O)OC(C)(C)C)[CH2:9][C@H:10]([CH2:14][C:15]1[CH:23]=[C:22]2[C:18]([CH:19]=[N:20][N:21]2[CH2:24][CH2:25][CH2:26][O:27][CH3:28])=[CH:17][CH:16]=1)[CH:11]([CH3:13])[CH3:12])=[O:4].